Dataset: NCI-60 drug combinations with 297,098 pairs across 59 cell lines. Task: Regression. Given two drug SMILES strings and cell line genomic features, predict the synergy score measuring deviation from expected non-interaction effect. (1) Drug 1: C1CC(=O)NC(=O)C1N2CC3=C(C2=O)C=CC=C3N. Drug 2: C1CC(C1)(C(=O)O)C(=O)O.[NH2-].[NH2-].[Pt+2]. Cell line: NCIH23. Synergy scores: CSS=49.6, Synergy_ZIP=-1.74, Synergy_Bliss=-3.68, Synergy_Loewe=-14.6, Synergy_HSA=-1.26. (2) Synergy scores: CSS=29.1, Synergy_ZIP=-8.23, Synergy_Bliss=-2.52, Synergy_Loewe=-6.29, Synergy_HSA=-3.48. Drug 1: CNC(=O)C1=CC=CC=C1SC2=CC3=C(C=C2)C(=NN3)C=CC4=CC=CC=N4. Cell line: A549. Drug 2: CN(CCCl)CCCl.Cl. (3) Drug 1: C1CCC(C1)C(CC#N)N2C=C(C=N2)C3=C4C=CNC4=NC=N3. Drug 2: C1=CC(=C2C(=C1NCCNCCO)C(=O)C3=C(C=CC(=C3C2=O)O)O)NCCNCCO. Cell line: SK-MEL-28. Synergy scores: CSS=47.6, Synergy_ZIP=8.82, Synergy_Bliss=9.40, Synergy_Loewe=-38.4, Synergy_HSA=5.94. (4) Drug 1: CCC(=C(C1=CC=CC=C1)C2=CC=C(C=C2)OCCN(C)C)C3=CC=CC=C3.C(C(=O)O)C(CC(=O)O)(C(=O)O)O. Drug 2: C1=NC2=C(N1)C(=S)N=CN2. Cell line: SK-OV-3. Synergy scores: CSS=21.1, Synergy_ZIP=0.216, Synergy_Bliss=5.83, Synergy_Loewe=-18.8, Synergy_HSA=0.672. (5) Drug 1: CC1=C(C(=CC=C1)Cl)NC(=O)C2=CN=C(S2)NC3=CC(=NC(=N3)C)N4CCN(CC4)CCO. Drug 2: CC1C(C(CC(O1)OC2CC(OC(C2O)C)OC3=CC4=CC5=C(C(=O)C(C(C5)C(C(=O)C(C(C)O)O)OC)OC6CC(C(C(O6)C)O)OC7CC(C(C(O7)C)O)OC8CC(C(C(O8)C)O)(C)O)C(=C4C(=C3C)O)O)O)O. Cell line: MCF7. Synergy scores: CSS=17.8, Synergy_ZIP=-1.90, Synergy_Bliss=1.52, Synergy_Loewe=-2.01, Synergy_HSA=0.493. (6) Drug 1: CC1C(C(=O)NC(C(=O)N2CCCC2C(=O)N(CC(=O)N(C(C(=O)O1)C(C)C)C)C)C(C)C)NC(=O)C3=C4C(=C(C=C3)C)OC5=C(C(=O)C(=C(C5=N4)C(=O)NC6C(OC(=O)C(N(C(=O)CN(C(=O)C7CCCN7C(=O)C(NC6=O)C(C)C)C)C)C(C)C)C)N)C. Drug 2: C1CCC(C(C1)N)N.C(=O)(C(=O)[O-])[O-].[Pt+4]. Cell line: HCC-2998. Synergy scores: CSS=36.4, Synergy_ZIP=-5.00, Synergy_Bliss=-4.51, Synergy_Loewe=1.61, Synergy_HSA=2.92. (7) Drug 1: COC1=CC(=CC(=C1O)OC)C2C3C(COC3=O)C(C4=CC5=C(C=C24)OCO5)OC6C(C(C7C(O6)COC(O7)C8=CC=CS8)O)O. Drug 2: CC1=CC=C(C=C1)C2=CC(=NN2C3=CC=C(C=C3)S(=O)(=O)N)C(F)(F)F. Cell line: KM12. Synergy scores: CSS=36.1, Synergy_ZIP=-8.20, Synergy_Bliss=-2.57, Synergy_Loewe=3.59, Synergy_HSA=4.16. (8) Drug 1: CCC1(CC2CC(C3=C(CCN(C2)C1)C4=CC=CC=C4N3)(C5=C(C=C6C(=C5)C78CCN9C7C(C=CC9)(C(C(C8N6C)(C(=O)OC)O)OC(=O)C)CC)OC)C(=O)OC)O.OS(=O)(=O)O. Drug 2: COC1=NC(=NC2=C1N=CN2C3C(C(C(O3)CO)O)O)N. Cell line: OVCAR-8. Synergy scores: CSS=-3.98, Synergy_ZIP=-0.0768, Synergy_Bliss=-2.56, Synergy_Loewe=-3.56, Synergy_HSA=-3.96. (9) Drug 1: C1CN1C2=NC(=NC(=N2)N3CC3)N4CC4. Drug 2: C1=CC(=CC=C1CCC2=CNC3=C2C(=O)NC(=N3)N)C(=O)NC(CCC(=O)O)C(=O)O. Cell line: SK-OV-3. Synergy scores: CSS=34.7, Synergy_ZIP=-8.82, Synergy_Bliss=-7.50, Synergy_Loewe=-1.41, Synergy_HSA=-0.300. (10) Drug 1: C1=CC(=CC=C1C#N)C(C2=CC=C(C=C2)C#N)N3C=NC=N3. Drug 2: CCC1(C2=C(COC1=O)C(=O)N3CC4=CC5=C(C=CC(=C5CN(C)C)O)N=C4C3=C2)O.Cl. Cell line: NCI/ADR-RES. Synergy scores: CSS=7.08, Synergy_ZIP=-4.34, Synergy_Bliss=4.92, Synergy_Loewe=-18.5, Synergy_HSA=1.22.